From a dataset of Reaction yield outcomes from USPTO patents with 853,638 reactions. Predict the reaction yield, written as a fraction of the theoretical maximum amount of product (1.0 means a 100% yield; for example, 0.34 means a 34% yield). (1) The reactants are [NH2:1][C@H:2]([C@@H:6]([OH:11])[C:7]([CH3:10])([CH3:9])[CH3:8])[C:3]([OH:5])=[O:4].C([O-])(O)=O.[Na+].[C:17](=O)([O-:38])[O:18][C:19]1C(C)=C(C2C=CC(C3C=CC=CC=3)=CC=2)C=CN=1.[C:40]1([C:46]2[CH:51]=[CH:50][C:49](C3C=CN(C([O-])=O)C(=O)C=3C)=[CH:48][CH:47]=2)[CH:45]=[CH:44][CH:43]=[CH:42][CH:41]=1. The catalyst is O.C1COCC1. The product is [OH:11][C@@H:6]([C:7]([CH3:8])([CH3:10])[CH3:9])[C@@H:2]([N:1]([C:49]1[CH:48]=[CH:47][C:46]([C:40]2[CH:41]=[CH:42][CH:43]=[CH:44][CH:45]=2)=[CH:51][CH:50]=1)[C:17]([O:18][CH3:19])=[O:38])[C:3]([OH:5])=[O:4]. The yield is 0.320. (2) The reactants are C[O:2][C:3]([C:5]1([C:8]2[CH:9]=[CH:10][C:11]3[O:15][CH:14]=[N:13][C:12]=3[CH:16]=2)[CH2:7][CH2:6]1)=[O:4].[Al+3].[Cl-].[Cl-].[Cl-].O. The catalyst is CCS. The product is [O:15]1[C:11]2[CH:10]=[CH:9][C:8]([C:5]3([C:3]([OH:4])=[O:2])[CH2:7][CH2:6]3)=[CH:16][C:12]=2[N:13]=[CH:14]1. The yield is 0.110. (3) The reactants are [NH2:1][C:2]1[N:7]=[C:6]([Cl:8])[C:5]([C:9]#[N:10])=[C:4]([S:11]([CH3:13])=O)[N:3]=1.SC[CH2:16][C:17]1[CH:22]=[CH:21][CH:20]=[CH:19][N:18]=1.C1CCN2C(=NCCC2)CC1.O. The catalyst is COCCOC. The product is [NH2:1][C:2]1[N:7]=[C:6]([Cl:8])[C:5]([C:9]#[N:10])=[C:4]([S:11][CH2:13][CH2:16][C:17]2[CH:22]=[CH:21][CH:20]=[CH:19][N:18]=2)[N:3]=1. The yield is 0.220. (4) The reactants are [CH3:1][O:2][C:3]([C:5]1[S:6][C:7]([C:26]2[CH:31]=[CH:30][CH:29]=[CH:28][CH:27]=2)=[CH:8][C:9]=1[N:10]([C:17]([CH:19]1[CH2:24][CH2:23][CH:22]([CH3:25])[CH2:21][CH2:20]1)=[O:18])[CH:11]1[CH2:16][CH2:15][NH:14][CH2:13][CH2:12]1)=[O:4].N1C=CC=CC=1.[C:38](OC(=O)C)(=[O:40])[CH3:39]. The catalyst is ClCCl.CN(C1C=CN=CC=1)C. The product is [CH3:1][O:2][C:3]([C:5]1[S:6][C:7]([C:26]2[CH:27]=[CH:28][CH:29]=[CH:30][CH:31]=2)=[CH:8][C:9]=1[N:10]([CH:11]1[CH2:16][CH2:15][N:14]([C:38](=[O:40])[CH3:39])[CH2:13][CH2:12]1)[C:17]([CH:19]1[CH2:20][CH2:21][CH:22]([CH3:25])[CH2:23][CH2:24]1)=[O:18])=[O:4]. The yield is 0.780.